This data is from Forward reaction prediction with 1.9M reactions from USPTO patents (1976-2016). The task is: Predict the product of the given reaction. (1) Given the reactants [CH2:1]([N:3]1[C:11]2[C:6](=[CH:7][CH:8]=[CH:9][CH:10]=2)[CH:5]=[C:4]1[C:12]1[CH:17]=[CH:16][CH:15]=[CH:14][CH:13]=1)[CH3:2].[Cl-].[CH:19](=[N+:26]([CH3:28])[CH3:27])[C:20]1[CH:25]=[CH:24][CH:23]=[CH:22][CH:21]=1, predict the reaction product. The product is: [CH2:1]([N:3]1[C:11]2[C:6](=[CH:7][CH:8]=[CH:9][CH:10]=2)[C:5]([CH:19]([N:26]([CH3:28])[CH3:27])[C:20]2[CH:25]=[CH:24][CH:23]=[CH:22][CH:21]=2)=[C:4]1[C:12]1[CH:17]=[CH:16][CH:15]=[CH:14][CH:13]=1)[CH3:2]. (2) Given the reactants [CH2:1]([O:3][C:4]1[CH:11]=[C:10]([C:12]2[CH:13]=[N:14][CH:15]=[C:16]([CH:18]=O)[CH:17]=2)[CH:9]=[CH:8][C:5]=1[C:6]#[N:7])[CH3:2].[CH2:20]([S:22]([NH2:25])(=[O:24])=[O:23])[CH3:21].C(O[BH-](OC(=O)C)OC(=O)C)(=O)C.[Na+], predict the reaction product. The product is: [C:6]([C:5]1[CH:8]=[CH:9][C:10]([C:12]2[CH:17]=[C:16]([CH2:18][NH:25][S:22]([CH2:20][CH3:21])(=[O:24])=[O:23])[CH:15]=[N:14][CH:13]=2)=[CH:11][C:4]=1[O:3][CH2:1][CH3:2])#[N:7]. (3) Given the reactants [CH2:1]([C:3]1[CH:8]=[CH:7][C:6]([CH:9]2[CH2:14][N:13]([C:15]([N:17]3[CH2:22][CH2:21][O:20][CH2:19][CH2:18]3)=[O:16])[CH2:12][CH:11]([C:23]([OH:25])=O)[CH2:10]2)=[CH:5][CH:4]=1)[CH3:2].[Cl:26][C:27]1[CH:32]=[CH:31][C:30]([CH2:33][C:34](=[NH:37])[NH:35]O)=[CH:29][CH:28]=1, predict the reaction product. The product is: [Cl:26][C:27]1[CH:28]=[CH:29][C:30]([CH2:33][C:34]2[N:35]=[C:23]([CH:11]3[CH2:10][CH:9]([C:6]4[CH:7]=[CH:8][C:3]([CH2:1][CH3:2])=[CH:4][CH:5]=4)[CH2:14][N:13]([C:15]([N:17]4[CH2:18][CH2:19][O:20][CH2:21][CH2:22]4)=[O:16])[CH2:12]3)[O:25][N:37]=2)=[CH:31][CH:32]=1. (4) Given the reactants [NH2:1][C:2]1[CH:12]=[C:11]([CH2:13]Br)[C:10]([Br:15])=[CH:9][C:3]=1[C:4]([O:6][CH2:7][CH3:8])=[O:5].[N:16]1([C:22]([O:24][C:25]([CH3:28])([CH3:27])[CH3:26])=[O:23])[CH2:21][CH2:20][NH:19][CH2:18][CH2:17]1, predict the reaction product. The product is: [NH2:1][C:2]1[C:3]([C:4]([O:6][CH2:7][CH3:8])=[O:5])=[CH:9][C:10]([Br:15])=[C:11]([CH2:13][N:19]2[CH2:18][CH2:17][N:16]([C:22]([O:24][C:25]([CH3:28])([CH3:27])[CH3:26])=[O:23])[CH2:21][CH2:20]2)[CH:12]=1. (5) Given the reactants O.NN.[F:4][C:5]1[CH:13]=[C:12]2[C:8]([CH:9]=[CH:10][N:11]2[CH2:14][C:15]2[CH:20]=[CH:19][CH:18]=[CH:17][N:16]=2)=[CH:7][C:6]=1[N:21]1C(=O)C2C(=CC=CC=2)C1=O, predict the reaction product. The product is: [F:4][C:5]1[CH:13]=[C:12]2[C:8]([CH:9]=[CH:10][N:11]2[CH2:14][C:15]2[CH:20]=[CH:19][CH:18]=[CH:17][N:16]=2)=[CH:7][C:6]=1[NH2:21]. (6) Given the reactants [CH:1]1([C:7]([NH:9][C:10]2[S:11][C:12]3[CH2:23][CH2:22][CH2:21][CH2:20][C:13]=3[C:14]=2[C:15](OCC)=[O:16])=[O:8])[CH2:6][CH2:5][CH2:4][CH2:3][CH2:2]1.[CH3:24][N:25]([CH3:29])[CH2:26][CH2:27][NH2:28], predict the reaction product. The product is: [CH:1]1([C:7]([NH:9][C:10]2[S:11][C:12]3[CH2:23][CH2:22][CH2:21][CH2:20][C:13]=3[C:14]=2[C:15]([NH:28][CH2:27][CH2:26][N:25]([CH3:29])[CH3:24])=[O:16])=[O:8])[CH2:6][CH2:5][CH2:4][CH2:3][CH2:2]1.